This data is from Full USPTO retrosynthesis dataset with 1.9M reactions from patents (1976-2016). The task is: Predict the reactants needed to synthesize the given product. (1) Given the product [CH3:28][C:26]1[NH:25][N:24]=[C:23]([NH:22][C:12]2[N:11]=[C:10]([O:8][C:5]3[CH:6]=[CH:7][C:2]([CH3:1])=[CH:3][CH:4]=3)[C:19]3[C:14]([CH:13]=2)=[CH:15][C:16]([O:20][CH3:21])=[CH:17][CH:18]=3)[CH:27]=1, predict the reactants needed to synthesize it. The reactants are: [CH3:1][C:2]1[CH:7]=[CH:6][C:5]([OH:8])=[CH:4][CH:3]=1.Cl[C:10]1[C:19]2[C:14](=[CH:15][C:16]([O:20][CH3:21])=[CH:17][CH:18]=2)[CH:13]=[C:12]([NH:22][C:23]2[CH:27]=[C:26]([CH3:28])[NH:25][N:24]=2)[N:11]=1. (2) Given the product [C:42]([C:44]1[CH:49]=[CH:48][CH:47]=[CH:46][C:45]=1[C:2]1[CH:32]=[CH:31][C:5]([C:6]([NH:8][CH2:9][C@H:10]2[CH2:14][CH2:13][CH2:12][N:11]2[C:15](=[O:30])[CH2:16][CH2:17][CH2:18][NH:19][C:20](=[O:29])[O:21][CH2:22][C:23]2[CH:28]=[CH:27][CH:26]=[CH:25][CH:24]=2)=[O:7])=[C:4]([NH:33][CH2:34][CH2:35][CH:36]2[CH2:41][CH2:40][CH2:39][CH2:38][O:37]2)[N:3]=1)#[N:43], predict the reactants needed to synthesize it. The reactants are: Cl[C:2]1[CH:32]=[CH:31][C:5]([C:6]([NH:8][CH2:9][C@H:10]2[CH2:14][CH2:13][CH2:12][N:11]2[C:15](=[O:30])[CH2:16][CH2:17][CH2:18][NH:19][C:20](=[O:29])[O:21][CH2:22][C:23]2[CH:28]=[CH:27][CH:26]=[CH:25][CH:24]=2)=[O:7])=[C:4]([NH:33][CH2:34][CH2:35][CH:36]2[CH2:41][CH2:40][CH2:39][CH2:38][O:37]2)[N:3]=1.[C:42]([C:44]1[CH:49]=[CH:48][CH:47]=[CH:46][C:45]=1B(O)O)#[N:43].C([O-])([O-])=O.[K+].[K+]. (3) Given the product [CH3:1][O:14][C:13](=[O:15])[CH2:12][C:8]1[CH:9]=[CH:10][CH:11]=[C:6]([Br:5])[CH:7]=1, predict the reactants needed to synthesize it. The reactants are: [C:1](Cl)(=O)C.[Br:5][C:6]1[CH:7]=[C:8]([CH2:12][C:13]([OH:15])=[O:14])[CH:9]=[CH:10][CH:11]=1.